From a dataset of Full USPTO retrosynthesis dataset with 1.9M reactions from patents (1976-2016). Predict the reactants needed to synthesize the given product. (1) Given the product [F:33][C:29]1[CH:28]=[C:27]([C:7]2[S:6][C:5]([C:3]([OH:4])=[O:2])=[C:9]([N:10]([C:14]([CH:16]3[CH2:21][CH2:20][CH:19]([CH3:22])[CH2:18][CH:17]3[OH:23])=[O:15])[CH:11]([CH3:12])[CH3:13])[CH:8]=2)[CH:32]=[CH:31][CH:30]=1, predict the reactants needed to synthesize it. The reactants are: C[O:2][C:3]([C:5]1[S:6][C:7]([C:27]2[CH:32]=[CH:31][CH:30]=[C:29]([F:33])[CH:28]=2)=[CH:8][C:9]=1[N:10]([C:14]([CH:16]1[CH2:21][CH2:20][CH:19]([CH3:22])[CH2:18][CH:17]1[O:23]C(=O)C)=[O:15])[CH:11]([CH3:13])[CH3:12])=[O:4].O[Li].O. (2) Given the product [Br:14][C:15]1[CH:22]=[CH:21][C:20]([O:23][CH3:24])=[CH:19][C:16]=1[CH2:17][O:18][C:9]1[CH:8]=[CH:7][C:6]2[C:11](=[CH:12][C:3]([O:2][CH3:1])=[CH:4][CH:5]=2)[CH:10]=1, predict the reactants needed to synthesize it. The reactants are: [CH3:1][O:2][C:3]1[CH:12]=[C:11]2[C:6]([CH:7]=[CH:8][C:9](O)=[CH:10]2)=[CH:5][CH:4]=1.[Br:14][C:15]1[CH:22]=[CH:21][C:20]([O:23][CH3:24])=[CH:19][C:16]=1[CH2:17][OH:18].C1(P(C2C=CC=CC=2)C2C=CC=CC=2)C=CC=CC=1.CCOC(/N=N/C(OCC)=O)=O. (3) The reactants are: [Br:1][C:2]1[C:7]([CH3:8])=[CH:6][C:5](I)=[CH:4][C:3]=1[CH3:10].[CH3:11][N:12]1[C:16](B2OC(C)(C)C(C)(C)O2)=[CH:15][CH:14]=[N:13]1. Given the product [Br:1][C:2]1[C:7]([CH3:8])=[CH:6][C:5]([C:16]2[N:12]([CH3:11])[N:13]=[CH:14][CH:15]=2)=[CH:4][C:3]=1[CH3:10], predict the reactants needed to synthesize it. (4) The reactants are: [CH3:1][O:2][C:3]1[CH:20]=[CH:19][C:18]2[C:17]3[C@:8]([CH3:22])([C@H:9]4[C@@:13]([CH2:15][CH:16]=3)([CH3:14])[C@@H:12]([OH:21])[CH2:11][CH2:10]4)[CH2:7][CH2:6][C:5]=2[CH:4]=1.C1COCC1. Given the product [CH3:1][O:2][C:3]1[CH:20]=[CH:19][C:18]2[C@@H:17]3[C@:8]([CH3:22])([C@H:9]4[C@@:13]([CH2:15][CH2:16]3)([CH3:14])[C@@H:12]([OH:21])[CH2:11][CH2:10]4)[CH2:7][CH2:6][C:5]=2[CH:4]=1, predict the reactants needed to synthesize it. (5) The reactants are: [C:1]([C:3]([C:19]#[N:20])=[C:4]([OH:18])[C:5]1[CH:10]=[CH:9][C:8]([O:11][C:12]2[CH:17]=[CH:16][CH:15]=[CH:14][CH:13]=2)=[CH:7][CH:6]=1)#[N:2].[CH:21](N(C(C)C)CC)(C)C.C[Si](C=[N+]=[N-])(C)C. Given the product [C:1]([C:3]([C:19]#[N:20])=[C:4]([O:18][CH3:21])[C:5]1[CH:10]=[CH:9][C:8]([O:11][C:12]2[CH:13]=[CH:14][CH:15]=[CH:16][CH:17]=2)=[CH:7][CH:6]=1)#[N:2], predict the reactants needed to synthesize it. (6) Given the product [C:1]([O:5][C:6](=[O:34])[NH:7][CH2:8][CH2:9][CH2:10][N:11]([CH:12]([C:16]1[N:17]([CH2:27][C:28]2[CH:29]=[CH:30][CH:31]=[CH:32][CH:33]=2)[C:18](=[O:26])[C:19]2[C:24]([CH3:25])=[N:23][O:22][C:20]=2[N:21]=1)[CH:13]([CH3:15])[CH3:14])[C:41](=[O:42])[C:38]1[CH:39]=[CH:40][C:35]([CH3:44])=[CH:36][CH:37]=1)([CH3:3])([CH3:4])[CH3:2], predict the reactants needed to synthesize it. The reactants are: [C:1]([O:5][C:6](=[O:34])[NH:7][CH2:8][CH2:9][CH2:10][NH:11][CH:12]([C:16]1[N:17]([CH2:27][C:28]2[CH:33]=[CH:32][CH:31]=[CH:30][CH:29]=2)[C:18](=[O:26])[C:19]2[C:24]([CH3:25])=[N:23][O:22][C:20]=2[N:21]=1)[CH:13]([CH3:15])[CH3:14])([CH3:4])([CH3:3])[CH3:2].[C:35]1([CH3:44])[CH:40]=[CH:39][C:38]([C:41](Cl)=[O:42])=[CH:37][CH:36]=1.C(N(CC)CC)C.